Dataset: Catalyst prediction with 721,799 reactions and 888 catalyst types from USPTO. Task: Predict which catalyst facilitates the given reaction. (1) Reactant: [CH2:1]([O:3][C:4]([C:6]1[C:11]([C:12]#[N:13])=[CH:10][CH:9]=[C:8]([O:14][C:15]2[CH:20]=[CH:19][C:18](Br)=[C:17]([CH:22]=[O:23])[CH:16]=2)[N:7]=1)=[O:5])[CH3:2].[B:24]1([B:24]2[O:28][C:27]([CH3:30])([CH3:29])[C:26]([CH3:32])([CH3:31])[O:25]2)[O:28][C:27]([CH3:30])([CH3:29])[C:26]([CH3:32])([CH3:31])[O:25]1.C([O-])(=O)C.[K+]. Product: [CH2:1]([O:3][C:4]([C:6]1[C:11]([C:12]#[N:13])=[CH:10][CH:9]=[C:8]([O:14][C:15]2[CH:20]=[CH:19][C:18]([B:24]3[O:28][C:27]([CH3:30])([CH3:29])[C:26]([CH3:32])([CH3:31])[O:25]3)=[C:17]([CH:22]=[O:23])[CH:16]=2)[N:7]=1)=[O:5])[CH3:2]. The catalyst class is: 75. (2) Reactant: [NH2:1][C:2]1[CH:3]=[C:4]([CH:9]=[C:10]([Br:13])[C:11]=1[OH:12])[C:5]([O:7][CH3:8])=[O:6].[CH3:14][C:15]([CH3:20])([CH3:19])[C:16](O)=O.C1(P(C2C=CC=CC=2)C2C=CC=CC=2)C=CC=CC=1.ClC(Cl)(Cl)C#N. Product: [Br:13][C:10]1[C:11]2[O:12][C:14]([C:15]([CH3:20])([CH3:19])[CH3:16])=[N:1][C:2]=2[CH:3]=[C:4]([C:5]([O:7][CH3:8])=[O:6])[CH:9]=1. The catalyst class is: 10.